From a dataset of NCI-60 drug combinations with 297,098 pairs across 59 cell lines. Regression. Given two drug SMILES strings and cell line genomic features, predict the synergy score measuring deviation from expected non-interaction effect. (1) Drug 1: CC1=C(N=C(N=C1N)C(CC(=O)N)NCC(C(=O)N)N)C(=O)NC(C(C2=CN=CN2)OC3C(C(C(C(O3)CO)O)O)OC4C(C(C(C(O4)CO)O)OC(=O)N)O)C(=O)NC(C)C(C(C)C(=O)NC(C(C)O)C(=O)NCCC5=NC(=CS5)C6=NC(=CS6)C(=O)NCCC[S+](C)C)O. Drug 2: CC1CCCC2(C(O2)CC(NC(=O)CC(C(C(=O)C(C1O)C)(C)C)O)C(=CC3=CSC(=N3)C)C)C. Synergy scores: CSS=49.0, Synergy_ZIP=-3.55, Synergy_Bliss=-6.40, Synergy_Loewe=-10.6, Synergy_HSA=-2.04. Cell line: SN12C. (2) Drug 1: CC1=C(C=C(C=C1)NC(=O)C2=CC=C(C=C2)CN3CCN(CC3)C)NC4=NC=CC(=N4)C5=CN=CC=C5. Drug 2: B(C(CC(C)C)NC(=O)C(CC1=CC=CC=C1)NC(=O)C2=NC=CN=C2)(O)O. Cell line: KM12. Synergy scores: CSS=69.3, Synergy_ZIP=-2.14, Synergy_Bliss=-4.54, Synergy_Loewe=-20.3, Synergy_HSA=-2.49. (3) Drug 1: C1CC(=O)NC(=O)C1N2CC3=C(C2=O)C=CC=C3N. Drug 2: CCN(CC)CCCC(C)NC1=C2C=C(C=CC2=NC3=C1C=CC(=C3)Cl)OC. Cell line: T-47D. Synergy scores: CSS=4.13, Synergy_ZIP=-2.82, Synergy_Bliss=-4.19, Synergy_Loewe=-4.69, Synergy_HSA=-4.29. (4) Drug 1: CC1CCC2CC(C(=CC=CC=CC(CC(C(=O)C(C(C(=CC(C(=O)CC(OC(=O)C3CCCCN3C(=O)C(=O)C1(O2)O)C(C)CC4CCC(C(C4)OC)OCCO)C)C)O)OC)C)C)C)OC. Drug 2: CCN(CC)CCCC(C)NC1=C2C=C(C=CC2=NC3=C1C=CC(=C3)Cl)OC. Cell line: CCRF-CEM. Synergy scores: CSS=31.0, Synergy_ZIP=-10.2, Synergy_Bliss=-5.89, Synergy_Loewe=-8.25, Synergy_HSA=-2.13.